The task is: Predict the reaction yield, written as a fraction of the theoretical maximum amount of product (1.0 means a 100% yield; for example, 0.34 means a 34% yield).. This data is from Reaction yield outcomes from USPTO patents with 853,638 reactions. (1) The reactants are [F:1][C:2]1[C:21]([I:22])=[CH:20][C:5]2[C:6]3[N:10]=[C:9]([C:11]([O:13][CH2:14][CH3:15])=[O:12])[NH:8][C:7]=3[CH:16]3[CH2:19][CH:18]([C:4]=2[CH:3]=1)[CH2:17]3.C(=O)([O-])[O-].[K+].[K+].[I-].[Na+].Cl[CH2:32][C:33]1[N:37]([CH3:38])[N:36]=[CH:35][CH:34]=1. The catalyst is CN(C)C=O. The product is [F:1][C:2]1[C:21]([I:22])=[CH:20][C:5]2[C:6]3[N:10]=[C:9]([C:11]([O:13][CH2:14][CH3:15])=[O:12])[N:8]([CH2:32][C:33]4[N:37]([CH3:38])[N:36]=[CH:35][CH:34]=4)[C:7]=3[CH:16]3[CH2:19][CH:18]([C:4]=2[CH:3]=1)[CH2:17]3. The yield is 0.880. (2) The catalyst is C(Cl)Cl.CN(C)C=O.O1CCCC1. The product is [CH:1]1([CH2:6][CH:7]([C:11]2[CH:16]=[CH:15][C:14]([N+:17]([O-:19])=[O:18])=[CH:13][CH:12]=2)[C:8]([NH:26][C:27]2[CH:32]=[CH:31][CH:30]=[CH:29][N:28]=2)=[O:10])[CH2:2][CH2:3][CH2:4][CH2:5]1. The reactants are [CH:1]1([CH2:6][CH:7]([C:11]2[CH:16]=[CH:15][C:14]([N+:17]([O-:19])=[O:18])=[CH:13][CH:12]=2)[C:8]([OH:10])=O)[CH2:5][CH2:4][CH2:3][CH2:2]1.C(Cl)(=O)C(Cl)=O.[NH2:26][C:27]1[CH:32]=[CH:31][CH:30]=[CH:29][N:28]=1.C(N(CC)C(C)C)(C)C. The yield is 0.409. (3) The product is [CH2:1]([C:9]1[CH:26]=[CH:25][C:12]([CH2:13][N:14]([C:16]([NH:18][CH2:19][C:20]([OH:22])=[O:21])=[O:17])[NH2:15])=[CH:11][CH:10]=1)[CH2:2][CH2:3][CH2:4][CH2:5][CH2:6][CH2:7][CH3:8]. The reactants are [CH2:1]([C:9]1[CH:26]=[CH:25][C:12]([CH2:13][N:14]([C:16]([NH:18][CH2:19][C:20]([O:22]CC)=[O:21])=[O:17])[NH2:15])=[CH:11][CH:10]=1)[CH2:2][CH2:3][CH2:4][CH2:5][CH2:6][CH2:7][CH3:8].C(C1C=CC(NC(=O)NCCC(OCC)=O)=CC=1)CCCCCCC. The yield is 0.780. No catalyst specified. (4) The reactants are Br[C:2]1[CH:7]=[C:6]([N+:8]([O-:10])=[O:9])[CH:5]=[CH:4][C:3]=1[C:11]([CH3:14])([CH3:13])[CH3:12].[CH3:15][N:16](C=O)C. The catalyst is O.[C-]#N.[C-]#N.[Zn+2].C1C=CC([P]([Pd]([P](C2C=CC=CC=2)(C2C=CC=CC=2)C2C=CC=CC=2)([P](C2C=CC=CC=2)(C2C=CC=CC=2)C2C=CC=CC=2)[P](C2C=CC=CC=2)(C2C=CC=CC=2)C2C=CC=CC=2)(C2C=CC=CC=2)C2C=CC=CC=2)=CC=1. The product is [C:11]([C:3]1[CH:4]=[CH:5][C:6]([N+:8]([O-:10])=[O:9])=[CH:7][C:2]=1[C:15]#[N:16])([CH3:14])([CH3:13])[CH3:12]. The yield is 0.800. (5) The reactants are C(P(CC1C=CC=C(CP(C(C)(C)C)C(C)(C)C)N=1)C(C)(C)C)(C)(C)C.[C:27](#[N:31])[C:28]([CH3:30])=[CH2:29].[NH2:32][C:33]1[CH:38]=[CH:37][CH:36]=[CH:35][CH:34]=1. The catalyst is C1(C)C=CC=CC=1.C(O)(C(F)(F)F)=O.C(O)(C(F)(F)F)=O.[Pd]. The product is [NH:32]([CH2:29][CH:28]([C:27]#[N:31])[CH3:30])[C:33]1[CH:38]=[CH:37][CH:36]=[CH:35][CH:34]=1. The yield is 0.890. (6) The reactants are [Cl:1][C:2]1[CH:10]=[C:9]([C:11]2[CH:16]=[CH:15][CH:14]=[CH:13][C:12]=2[Cl:17])[C:5]([C:6]([OH:8])=O)=[CH:4][N:3]=1.[F:18][C:19]([F:34])([F:33])[C:20]1[CH:21]=[C:22]([CH:26]=[C:27]([C:29]([F:32])([F:31])[F:30])[CH:28]=1)[CH2:23][NH:24][CH3:25].C(N(C(C)C)C(C)C)C. The catalyst is CN(C)C=O.CN(C1C=CN=CC=1)C.ClCCl. The product is [F:18][C:19]([F:33])([F:34])[C:20]1[CH:21]=[C:22]([CH:26]=[C:27]([C:29]([F:32])([F:31])[F:30])[CH:28]=1)[CH2:23][N:24]([CH3:25])[C:6](=[O:8])[C:5]1[C:9]([C:11]2[CH:16]=[CH:15][CH:14]=[CH:13][C:12]=2[Cl:17])=[CH:10][C:2]([Cl:1])=[N:3][CH:4]=1. The yield is 0.840. (7) The product is [F:40][C:41]1([F:48])[CH2:46][CH2:28][CH:29]([NH:25][C:18]([NH:15][C@H:14]2[CH2:13][O:12][C@@H:11]3[C@@H:7]([O:6][C:5]4[CH:16]=[CH:17][C:2]([F:1])=[CH:3][CH:4]=4)[CH2:8][O:9][C@H:10]23)=[O:19])[CH2:43][CH2:42]1. The reactants are [F:1][C:2]1[CH:17]=[CH:16][C:5]([O:6][C@@H:7]2[C@H:11]3[O:12][CH2:13][C@H:14]([NH2:15])[C@H:10]3[O:9][CH2:8]2)=[CH:4][CH:3]=1.[C:18]([N:25]1[CH:29]=[CH:28]N=C1)(N1C=CN=C1)=[O:19].C(N(CC)C(C)C)(C)C.Cl.[F:40][C:41]1([F:48])[CH2:46]CC(N)[CH2:43][CH2:42]1. The catalyst is CN(C)C=O. The yield is 0.730. (8) The reactants are Br[C:2]1[CH:7]=[CH:6][CH:5]=[CH:4][C:3]=1[C:8]1[CH:13]=[CH:12][CH:11]=[CH:10][CH:9]=1.[F:14][C:15]1[CH:20]=CC=[C:17](OC)[C:16]=1B(O)O.CO[CH2:28][CH2:29][O:30][CH3:31].O. No catalyst specified. The product is [F:14][C:15]1[CH:20]=[CH:28][C:29]([O:30][CH3:31])=[C:17]([C:2]2[CH:7]=[CH:6][CH:5]=[CH:4][C:3]=2[C:8]2[CH:13]=[CH:12][CH:11]=[CH:10][CH:9]=2)[CH:16]=1. The yield is 0.890. (9) The reactants are [Br:1][C:2]1[N:3]=[C:4]2[CH:10]=[CH:9][NH:8][C:5]2=[N:6][CH:7]=1.[H-].[Na+].[C:13]([C:17]1[CH:22]=[CH:21][C:20]([S:23](Cl)(=[O:25])=[O:24])=[CH:19][CH:18]=1)([CH3:16])([CH3:15])[CH3:14]. The catalyst is CN(C=O)C.O. The product is [Br:1][C:2]1[N:3]=[C:4]2[CH:10]=[CH:9][N:8]([S:23]([C:20]3[CH:21]=[CH:22][C:17]([C:13]([CH3:16])([CH3:15])[CH3:14])=[CH:18][CH:19]=3)(=[O:25])=[O:24])[C:5]2=[N:6][CH:7]=1. The yield is 0.910.